Dataset: CYP2C9 inhibition data for predicting drug metabolism from PubChem BioAssay. Task: Regression/Classification. Given a drug SMILES string, predict its absorption, distribution, metabolism, or excretion properties. Task type varies by dataset: regression for continuous measurements (e.g., permeability, clearance, half-life) or binary classification for categorical outcomes (e.g., BBB penetration, CYP inhibition). Dataset: cyp2c9_veith. (1) The drug is c1ccc(C2=NN[C@@H]3c4ccccc4-c4ccccc4N3C2)cc1. The result is 0 (non-inhibitor). (2) The molecule is CN(N=O)C(=O)N[C@@H]1[C@@H](O)O[C@@H](CO)[C@@H](O)[C@@H]1O. The result is 0 (non-inhibitor). (3) The compound is c1ccc2c(NCCN3CCOCC3)nc(-c3ccoc3)nc2c1. The result is 0 (non-inhibitor). (4) The compound is CCCS(=O)(=O)N1CCCC(C(=O)NCCCOC(C)C)C1. The result is 0 (non-inhibitor). (5) The molecule is CCC[C@@H]1O[C@@H]2C[C@@H]3[C@H]4CCC5=CC(=O)C=C[C@@]5(C)[C@H]4[C@H](O)C[C@@]3(C)[C@@]2(C(=O)CO)O1. The result is 0 (non-inhibitor). (6) The molecule is CC(=O)NCCNc1ncncc1-c1ccccc1C(F)(F)F. The result is 0 (non-inhibitor). (7) The molecule is CN(C)c1ccc(NC(=O)CN2CCN(c3ccccc3F)CC2)cc1. The result is 1 (inhibitor). (8) The compound is O=C(O)c1cccc(S(=O)(=O)NCCO)c1. The result is 0 (non-inhibitor). (9) The compound is CC(=O)[C@H]1CC[C@@H]2[C@]1(C)CC=C1[C@]23C=C[C@]2(C[C@H](O)CC[C@@]12C)[C@H](C(=O)O)[C@@H]3C(=O)O. The result is 0 (non-inhibitor). (10) The drug is O=C(Nc1ccc(Cc2ccncc2)cc1)c1ccc(S(=O)(=O)N2CCOCC2)cc1. The result is 1 (inhibitor).